This data is from Peptide-MHC class I binding affinity with 185,985 pairs from IEDB/IMGT. The task is: Regression. Given a peptide amino acid sequence and an MHC pseudo amino acid sequence, predict their binding affinity value. This is MHC class I binding data. The peptide sequence is FPQVGGLTSI. The MHC is HLA-B07:02 with pseudo-sequence HLA-B07:02. The binding affinity (normalized) is 0.530.